This data is from Retrosynthesis with 50K atom-mapped reactions and 10 reaction types from USPTO. The task is: Predict the reactants needed to synthesize the given product. (1) Given the product C#CCOc1cc2ccccc2cc1C(=O)OC, predict the reactants needed to synthesize it. The reactants are: C#CCBr.COC(=O)c1cc2ccccc2cc1O. (2) Given the product COc1ccc2ncc(Cl)c(CC=C[C@H]3CC[C@H](NC(=O)OC(C)(C)C)CC3)c2c1, predict the reactants needed to synthesize it. The reactants are: CC(C)(C)OC(=O)N[C@H]1CC[C@H](C=O)CC1.COc1ccc2ncc(Cl)c(CC[P+](c3ccccc3)(c3ccccc3)c3ccccc3)c2c1. (3) The reactants are: CC(C)(C)OC(=O)N1CC[C@@H](N)[C@H](O)C1.O=Cc1ccccc1. Given the product CC(C)(C)OC(=O)N1CC[C@@H](NCc2ccccc2)[C@H](O)C1, predict the reactants needed to synthesize it.